From a dataset of Reaction yield outcomes from USPTO patents with 853,638 reactions. Predict the reaction yield, written as a fraction of the theoretical maximum amount of product (1.0 means a 100% yield; for example, 0.34 means a 34% yield). (1) The reactants are [Cl:1][C:2]1[CH:7]=[CH:6][CH:5]=[C:4]([Cl:8])[C:3]=1[C:9]([NH:11][C@H:12]([C:33]([OH:35])=[O:34])[CH2:13][C:14]1[CH:19]=[CH:18][C:17]([C:20]2[C:21](=[O:32])[N:22]([CH3:31])[C:23]([CH3:30])=[CH:24][C:25]=2[C:26]([F:29])([F:28])[F:27])=[CH:16][CH:15]=1)=[O:10].Cl.[CH2:37]([N:39]([CH2:43][CH3:44])[CH2:40][CH2:41]Cl)[CH3:38].C(=O)([O-])[O-].[K+].[K+]. The catalyst is C(OCC)(=O)C.O. The product is [CH2:37]([N:39]([CH2:43][CH2:44][O:34][C:33](=[O:35])[C@H:12]([CH2:13][C:14]1[CH:15]=[CH:16][C:17]([C:20]2[C:21](=[O:32])[N:22]([CH3:31])[C:23]([CH3:30])=[CH:24][C:25]=2[C:26]([F:28])([F:29])[F:27])=[CH:18][CH:19]=1)[NH:11][C:9]([C:3]1[C:4]([Cl:8])=[CH:5][CH:6]=[CH:7][C:2]=1[Cl:1])=[O:10])[CH2:40][CH3:41])[CH3:38]. The yield is 0.710. (2) The reactants are [F:1][C:2]1[C:11]2[CH2:10][N:9]([C@H:12]([CH:16]([CH3:18])[CH3:17])[C:13](O)=[O:14])[C:8](=[O:19])[C:7]3=[CH:20][NH:21][C:5]([C:6]=23)=[N:4][CH:3]=1.Cl.[NH:23]1[CH2:28][CH2:27][S:26](=[O:30])(=[O:29])[CH2:25][CH2:24]1.C1C=CC2N(O)N=NC=2C=1.C(Cl)CCl. The catalyst is CN(C)C1C=CN=CC=1.CN(C=O)C. The product is [O:29]=[S:26]1(=[O:30])[CH2:27][CH2:28][N:23]([C:13]([C@H:12]([N:9]2[C:8](=[O:19])[C:7]3=[CH:20][NH:21][C:5]4[C:6]3=[C:11]([C:2]([F:1])=[CH:3][N:4]=4)[CH2:10]2)[CH:16]([CH3:18])[CH3:17])=[O:14])[CH2:24][CH2:25]1. The yield is 0.466. (3) The reactants are [H-].[Al+3].[Li+].[H-].[H-].[H-].C([CH2:10][C:11]1[CH:16]=[CH:15][C:14]([CH2:17][CH2:18][CH2:19][CH2:20][N:21]=[N+]=[N-])=[CH:13][CH:12]=1)(O)=O.[OH2:24].[OH-].[Na+]. The catalyst is C1COCC1. The product is [OH:24][CH2:10][C:11]1[CH:16]=[CH:15][C:14]([CH2:17][CH2:18][CH2:19][CH2:20][NH2:21])=[CH:13][CH:12]=1. The yield is 0.640.